Dataset: Full USPTO retrosynthesis dataset with 1.9M reactions from patents (1976-2016). Task: Predict the reactants needed to synthesize the given product. (1) Given the product [C:9]([O:8][C:6]([NH:1][CH2:2][CH2:3][CH2:4][OH:5])=[O:7])([CH3:12])([CH3:11])[CH3:10], predict the reactants needed to synthesize it. The reactants are: [NH2:1][CH2:2][CH2:3][CH2:4][OH:5].[C:6](O[C:6]([O:8][C:9]([CH3:12])([CH3:11])[CH3:10])=[O:7])([O:8][C:9]([CH3:12])([CH3:11])[CH3:10])=[O:7]. (2) Given the product [Cl:29][C:30]1[CH:31]=[N+:32]([O-:55])[CH:33]=[C:34]([Cl:54])[C:35]=1[CH2:36][C@@H:37]([C:39]1[CH:44]=[CH:43][C:42]([O:45][CH:46]([F:48])[F:47])=[C:41]([O:49][CH2:50][CH:51]2[CH2:53][CH2:52]2)[CH:40]=1)[O:26][C:25](=[O:27])[CH2:24][N:20]1[C:21]2[C:17](=[CH:16][C:15]([N:10]([CH2:9][CH2:8][N:5]3[CH2:6][CH2:7][O:2][CH2:3][CH2:4]3)[S:11]([CH3:14])(=[O:13])=[O:12])=[CH:23][CH:22]=2)[CH2:18][C:19]1=[O:28], predict the reactants needed to synthesize it. The reactants are: Cl.[O:2]1[CH2:7][CH2:6][N:5]([CH2:8][CH2:9][N:10]([C:15]2[CH:16]=[C:17]3[C:21](=[CH:22][CH:23]=2)[N:20]([CH2:24][C:25]([OH:27])=[O:26])[C:19](=[O:28])[CH2:18]3)[S:11]([CH3:14])(=[O:13])=[O:12])[CH2:4][CH2:3]1.[Cl:29][C:30]1[CH:31]=[N+:32]([O-:55])[CH:33]=[C:34]([Cl:54])[C:35]=1[CH2:36][C@@H:37]([C:39]1[CH:44]=[CH:43][C:42]([O:45][CH:46]([F:48])[F:47])=[C:41]([O:49][CH2:50][CH:51]2[CH2:53][CH2:52]2)[CH:40]=1)O.C(Cl)CCl. (3) Given the product [N:18]1([CH2:14][C:13]2[NH:3][C:4](=[O:12])[C:5]3[C:6]([CH:11]=2)=[CH:7][CH:8]=[CH:9][CH:10]=3)[CH2:23][CH2:22][CH2:21][CH2:20][CH2:19]1, predict the reactants needed to synthesize it. The reactants are: C([N:3]([CH2:13][CH3:14])[C:4](=[O:12])[C:5]1[CH:10]=[CH:9][CH:8]=[CH:7][C:6]=1[CH3:11])C.C(C[N:18]1[CH2:23][CH2:22][CH2:21][CH2:20][CH2:19]1)#N.